From a dataset of Reaction yield outcomes from USPTO patents with 853,638 reactions. Predict the reaction yield, written as a fraction of the theoretical maximum amount of product (1.0 means a 100% yield; for example, 0.34 means a 34% yield). (1) The reactants are Cl.Cl.[NH2:3][CH2:4][C:5]([C:7]1[CH:8]=[CH:9][CH:10]=[C:11]2[C:16]=1[N:15]=[CH:14][CH:13]=[C:12]2[C:17]([NH:19][CH3:20])=[O:18])=[CH2:6].[H][H]. The catalyst is CO.[Pd]. The product is [NH2:3][CH2:4][CH:5]([C:7]1[CH:8]=[CH:9][CH:10]=[C:11]2[C:16]=1[N:15]=[CH:14][CH:13]=[C:12]2[C:17]([NH:19][CH3:20])=[O:18])[CH3:6]. The yield is 0.800. (2) The reactants are [S:1]([N:11]1[C:15]2=[N:16][CH:17]=[C:18]([NH:20][NH:21][C:22]([C@@H:24]3[CH2:28][CH2:27][C@H:26]([NH:29][C:30](=[O:36])[O:31][C:32]([CH3:35])([CH3:34])[CH3:33])[CH2:25]3)=O)[N:19]=[C:14]2[CH:13]=[CH:12]1)([C:4]1[CH:10]=[CH:9][C:7]([CH3:8])=[CH:6][CH:5]=1)(=[O:3])=[O:2].C1(C(O)=O)CCCC1.O=S(Cl)Cl.CCOC(C)=O. The catalyst is O1CCOCC1.O. The product is [C:32]([O:31][C:30](=[O:36])[NH:29][C@H:26]1[CH2:27][CH2:28][C@@H:24]([C:22]2[N:19]3[C:14]4[CH:13]=[CH:12][N:11]([S:1]([C:4]5[CH:10]=[CH:9][C:7]([CH3:8])=[CH:6][CH:5]=5)(=[O:2])=[O:3])[C:15]=4[N:16]=[CH:17][C:18]3=[N:20][N:21]=2)[CH2:25]1)([CH3:34])([CH3:35])[CH3:33]. The yield is 0.850. (3) The reactants are [Cl:1][C:2]1[CH:3]=[CH:4][C:5]2[N:9]=[N:8][NH:7][C:6]=2[CH:10]=1.[OH-].[Na+].[Cl:13][CH2:14][CH2:15][CH2:16]Br. The catalyst is [Br-].C([N+](CCCC)(CCCC)CCCC)CCC. The product is [Cl:13][CH2:14][CH2:15][CH2:16][N:7]1[C:6]2[CH:10]=[C:2]([Cl:1])[CH:3]=[CH:4][C:5]=2[N:9]=[N:8]1. The yield is 0.317. (4) The yield is 0.840. The product is [N:24]1([C:22]2[N:23]=[C:18]([N:17]3[C:11]4[CH:10]=[C:9]([C:7]5[CH:6]=[N:5][N:4]([CH2:3][C:2]([F:39])([F:38])[F:1])[CH:8]=5)[N:14]=[CH:13][C:12]=4[CH:15]=[N:16]3)[CH:19]=[N:20][CH:21]=2)[CH2:30][CH2:29][CH2:28][NH:27][CH2:26][CH2:25]1. The reactants are [F:1][C:2]([F:39])([F:38])[CH2:3][N:4]1[CH:8]=[C:7]([C:9]2[N:14]=[CH:13][C:12]3[CH:15]=[N:16][N:17]([C:18]4[N:23]=[C:22]([N:24]5[CH2:30][CH2:29][CH2:28][N:27](C(OC(C)(C)C)=O)[CH2:26][CH2:25]5)[CH:21]=[N:20][CH:19]=4)[C:11]=3[CH:10]=2)[CH:6]=[N:5]1.Cl.O1CCOCC1. The catalyst is O1CCOCC1.